This data is from Forward reaction prediction with 1.9M reactions from USPTO patents (1976-2016). The task is: Predict the product of the given reaction. (1) Given the reactants [NH2:1][C:2]1[CH:17]=[CH:16][C:5]([O:6][C:7]2[CH:12]=[CH:11][N:10]=[C:9]([C:13]([NH2:15])=[O:14])[CH:8]=2)=[C:4]([F:18])[CH:3]=1.C(OC1C=CC(NC2N=CN=C(OC3C=CC(NC(=O)CC(NC4C=CC(F)=CC=4)=O)=CC=3F)C=2)=CC=1)C1C=CC=CC=1.C(O)(C)(C)C.[CH3:67][C:68]([O:71][C:72](O[C:72]([O:71][C:68]([CH3:70])([CH3:69])[CH3:67])=[O:73])=[O:73])([CH3:70])[CH3:69], predict the reaction product. The product is: [C:13]([C:9]1[CH:8]=[C:7]([O:6][C:5]2[CH:16]=[CH:17][C:2]([NH:1][C:72](=[O:73])[O:71][C:68]([CH3:70])([CH3:69])[CH3:67])=[CH:3][C:4]=2[F:18])[CH:12]=[CH:11][N:10]=1)(=[O:14])[NH2:15]. (2) Given the reactants [C:1]1([CH:7]2[C:14](=[O:15])[N:13]3[CH:8]2[CH2:9][CH2:10][CH2:11][CH2:12]3)[CH:6]=[CH:5][CH:4]=[CH:3][CH:2]=1.Cl.[CH3:17][OH:18], predict the reaction product. The product is: [CH3:17][O:18][C:14]([CH:7]([CH:8]1[NH:13][CH2:12][CH2:11][CH2:10][CH2:9]1)[C:1]1[CH:6]=[CH:5][CH:4]=[CH:3][CH:2]=1)=[O:15]. (3) Given the reactants C[C:2]1[CH:7]=[CH:6][C:5]2[NH:8][C:9]3[C:14]([C:15](=[O:16])[C:4]=2[CH:3]=1)=[CH:13][C:12]1[NH:17][C:18]2[CH:25]=[CH:24][C:23](C)=[CH:22][C:19]=2[C:20](=[O:21])[C:11]=1[CH:10]=3.C(O)C(C)C, predict the reaction product. The product is: [CH:23]1[CH:22]=[C:19]2[C:20]([C:11]3[C:12]([NH:17][C:18]2=[CH:25][CH:24]=1)=[CH:13][C:14]1[C:15]([C:4]2[C:5]([NH:8][C:9]=1[CH:10]=3)=[CH:6][CH:7]=[CH:2][CH:3]=2)=[O:16])=[O:21]. (4) Given the reactants Cl[CH:2]([SiH3:4])Cl.[CH:5]([NH2:8])([CH3:7])[CH3:6], predict the reaction product. The product is: [CH:5]([NH:8][CH:2]([SiH3:4])[NH:8][CH:5]([CH3:7])[CH3:6])([CH3:7])[CH3:6]. (5) Given the reactants CN(C(ON1N=NC2C=CC=CC1=2)=[N+](C)C)C.[B-](F)(F)(F)F.C(N(CC)CC)C.Cl.[NH:31]1[CH:35]=[C:34]([CH2:36][CH2:37][C:38]([OH:40])=O)[N:33]=[CH:32]1.[NH2:41][C@H:42]([CH2:60][C:61]1[CH:66]=[CH:65][C:64]([O:67][CH3:68])=[CH:63][CH:62]=1)[C:43]([N:45]1[CH2:48][C:47]([CH:54]2[CH2:59][CH2:58][CH2:57][CH2:56][CH2:55]2)([CH2:49][CH2:50][CH2:51][CH2:52][CH3:53])[CH2:46]1)=[O:44], predict the reaction product. The product is: [CH:54]1([C:47]2([CH2:49][CH2:50][CH2:51][CH2:52][CH3:53])[CH2:46][N:45]([C:43](=[O:44])[C@H:42]([NH:41][C:38](=[O:40])[CH2:37][CH2:36][C:34]3[N:33]=[CH:32][NH:31][CH:35]=3)[CH2:60][C:61]3[CH:62]=[CH:63][C:64]([O:67][CH3:68])=[CH:65][CH:66]=3)[CH2:48]2)[CH2:59][CH2:58][CH2:57][CH2:56][CH2:55]1.